From a dataset of Peptide-MHC class I binding affinity with 185,985 pairs from IEDB/IMGT. Regression. Given a peptide amino acid sequence and an MHC pseudo amino acid sequence, predict their binding affinity value. This is MHC class I binding data. (1) The peptide sequence is ELPPGSTKRAL. The MHC is Mamu-A01 with pseudo-sequence Mamu-A01. The binding affinity (normalized) is 0. (2) The peptide sequence is SMYTRLRQDT. The MHC is HLA-A02:06 with pseudo-sequence HLA-A02:06. The binding affinity (normalized) is 0.0160. (3) The peptide sequence is SYEHQTPFEI. The MHC is HLA-A29:02 with pseudo-sequence HLA-A29:02. The binding affinity (normalized) is 0.180. (4) The peptide sequence is QVIEYLKPY. The MHC is HLA-B15:17 with pseudo-sequence HLA-B15:17. The binding affinity (normalized) is 0.625. (5) The peptide sequence is KNYPASLHK. The MHC is HLA-B15:01 with pseudo-sequence HLA-B15:01. The binding affinity (normalized) is 0.0847. (6) The peptide sequence is RPKILSMINY. The MHC is HLA-B54:01 with pseudo-sequence HLA-B54:01. The binding affinity (normalized) is 0.263. (7) The peptide sequence is ILHRLHEILT. The MHC is HLA-A02:01 with pseudo-sequence HLA-A02:01. The binding affinity (normalized) is 0.127.